Predict the product of the given reaction. From a dataset of Forward reaction prediction with 1.9M reactions from USPTO patents (1976-2016). (1) Given the reactants [F:1][C:2]1[CH:3]=[CH:4][C:5]2[N:9]=[CH:8][N:7]([C:10]3[N:15]=[C:14](SC#N)[C:13]([N+:19]([O-:21])=[O:20])=[CH:12][N:11]=3)[C:6]=2[CH:22]=1.[Si:23]([O:40][C@H:41]1[C:50]2[C:45](=[CH:46][C:47]([F:51])=[CH:48][CH:49]=2)[C@H:44]([NH2:52])[CH2:43][CH2:42]1)([C:36]([CH3:39])([CH3:38])[CH3:37])([C:30]1[CH:35]=[CH:34][CH:33]=[CH:32][CH:31]=1)[C:24]1[CH:29]=[CH:28][CH:27]=[CH:26][CH:25]=1.CCN(C(C)C)C(C)C.CS(C)=O, predict the reaction product. The product is: [Si:23]([O:40][C@H:41]1[C:50]2[C:45](=[CH:46][C:47]([F:51])=[CH:48][CH:49]=2)[C@H:44]([NH:52][C:14]2[C:13]([N+:19]([O-:21])=[O:20])=[CH:12][N:11]=[C:10]([N:7]3[C:6]4[CH:22]=[C:2]([F:1])[CH:3]=[CH:4][C:5]=4[N:9]=[CH:8]3)[N:15]=2)[CH2:43][CH2:42]1)([C:36]([CH3:39])([CH3:37])[CH3:38])([C:30]1[CH:31]=[CH:32][CH:33]=[CH:34][CH:35]=1)[C:24]1[CH:25]=[CH:26][CH:27]=[CH:28][CH:29]=1. (2) Given the reactants [NH2:1][OH:2].C([O-])([O-])=O.[K+].[K+].Cl[C:10]([O:12][CH2:13][C:14]1[CH:19]=[CH:18][CH:17]=[CH:16][CH:15]=1)=[O:11], predict the reaction product. The product is: [C:10]([NH:1][OH:2])([O:12][CH2:13][C:14]1[CH:19]=[CH:18][CH:17]=[CH:16][CH:15]=1)=[O:11]. (3) Given the reactants [CH:1]1([C:7]2([CH3:15])[N:11]([CH3:12])[C:10](=[O:13])[NH:9][C:8]2=[O:14])[CH2:6][CH2:5][CH2:4][CH2:3][CH2:2]1.Br[CH2:17][C:18]([C:20]1[CH:25]=[CH:24][CH:23]=[CH:22][CH:21]=1)=[O:19], predict the reaction product. The product is: [CH:1]1([C:7]2([CH3:15])[N:11]([CH3:12])[C:10](=[O:13])[N:9]([CH2:17][C:18](=[O:19])[C:20]3[CH:25]=[CH:24][CH:23]=[CH:22][CH:21]=3)[C:8]2=[O:14])[CH2:2][CH2:3][CH2:4][CH2:5][CH2:6]1. (4) The product is: [CH2:9]([O:11][C:12]([C:13]1[CH:14]=[C:15]([CH3:16])[N:5]([C:4]2[CH:6]=[CH:7][CH:8]=[C:2]([F:1])[CH:3]=2)[C:18]=1[C:19]1[CH:20]=[CH:21][CH:22]=[CH:23][CH:24]=1)=[O:26])[CH3:10]. Given the reactants [F:1][C:2]1[CH:3]=[C:4]([CH:6]=[CH:7][CH:8]=1)[NH2:5].[CH2:9]([O:11][C:12](=[O:26])[CH:13]([C:18](=O)[C:19]1[CH:24]=[CH:23][CH:22]=[CH:21][CH:20]=1)[CH2:14][C:15](=O)[CH3:16])[CH3:10].CC1C=CC(S(O)(=O)=O)=CC=1, predict the reaction product. (5) Given the reactants C=CC1C=CC=CC=1.C(O)(=O)C=C.C(OCC1OC1)(=O)C(C)=C.CO.[OH-].[K+].[CH3:28][C:29]1[CH:34]=[CH:33][C:32]2[NH:35][C:36]3[C:41]([C:42](=[O:43])[C:31]=2[CH:30]=1)=[CH:40][C:39]1[NH:44][C:45]2[CH:52]=[CH:51][C:50]([CH3:53])=[CH:49][C:46]=2[C:47](=[O:48])[C:38]=1[CH:37]=3, predict the reaction product. The product is: [CH:50]1[CH:49]=[C:46]2[C:47]([C:38]3[C:39]([NH:44][C:45]2=[CH:52][CH:51]=1)=[CH:40][C:41]1[C:42]([C:31]2[C:32]([NH:35][C:36]=1[CH:37]=3)=[CH:33][CH:34]=[CH:29][CH:30]=2)=[O:43])=[O:48].[CH3:28][C:29]1[CH:34]=[CH:33][C:32]2[NH:35][C:36]3[C:41]([C:42](=[O:43])[C:31]=2[CH:30]=1)=[CH:40][C:39]1[NH:44][C:45]2[CH:52]=[CH:51][C:50]([CH3:53])=[CH:49][C:46]=2[C:47](=[O:48])[C:38]=1[CH:37]=3. (6) Given the reactants [Br:1][C:2]1[CH:3]=[N:4][C:5]2[N:6]([N:8]=[C:9]([C:11]([OH:13])=O)[CH:10]=2)[CH:7]=1.[F:14][C:15]1[C:20]([C:21]2[N:25]3[CH2:26][CH2:27][NH:28][CH2:29][C:24]3=[N:23][N:22]=2)=[CH:19][CH:18]=[CH:17][N:16]=1, predict the reaction product. The product is: [Br:1][C:2]1[CH:3]=[N:4][C:5]2[N:6]([N:8]=[C:9]([C:11]([N:28]3[CH2:27][CH2:26][N:25]4[C:21]([C:20]5[C:15]([F:14])=[N:16][CH:17]=[CH:18][CH:19]=5)=[N:22][N:23]=[C:24]4[CH2:29]3)=[O:13])[CH:10]=2)[CH:7]=1. (7) Given the reactants [F:1][C:2]1([F:18])[CH2:6][CH2:5][C@@H:4]([C@@:7]([OH:17])([C:11]2[CH:16]=[CH:15][CH:14]=[CH:13][CH:12]=2)[C:8]([OH:10])=[O:9])[CH2:3]1.O[CH2:20][C@@H:21]1[CH2:26][CH2:25][NH:24][C:23](=[S:27])[NH:22]1, predict the reaction product. The product is: [F:1][C:2]1([F:18])[CH2:6][CH2:5][C@@H:4]([C@@:7]([OH:17])([C:11]2[CH:12]=[CH:13][CH:14]=[CH:15][CH:16]=2)[C:8]([O:10][CH2:20][C@@H:21]2[CH2:26][CH2:25][NH:24][C:23](=[S:27])[NH:22]2)=[O:9])[CH2:3]1. (8) The product is: [OH:22][CH2:21][C:16]1([NH:15][CH2:2][C:3]([N:5]2[C@@H:9]([C:10]#[C:11][CH3:12])[CH2:8][CH2:7][C@H:6]2[C:13]#[N:14])=[O:4])[CH2:20][CH2:19][CH2:18][CH2:17]1. Given the reactants Cl[CH2:2][C:3]([N:5]1[C@@H:9]([C:10]#[C:11][CH3:12])[CH2:8][CH2:7][C@H:6]1[C:13]#[N:14])=[O:4].[NH2:15][C:16]1([CH2:21][OH:22])[CH2:20][CH2:19][CH2:18][CH2:17]1, predict the reaction product. (9) Given the reactants [NH2:1][C:2]1[CH:10]=[C:9]2[C:5]([C:6](=CC3NC4CCN(CCN(CC)CC)C(=O)C=4C=3C)[C:7](=[O:11])[NH:8]2)=[CH:4][C:3]=1[F:31].N1CCCCC1.[CH3:38][O:39][CH2:40][C:41](Cl)=[O:42], predict the reaction product. The product is: [F:31][C:3]1[CH:4]=[C:5]2[C:9](=[CH:10][C:2]=1[NH:1][C:41](=[O:42])[CH2:40][O:39][CH3:38])[NH:8][C:7](=[O:11])[CH2:6]2. (10) Given the reactants Cl.Cl.[CH3:3][C:4]1[CH:9]=[CH:8][C:7]([S:10]([O:13][CH2:14][C@@H:15]2[O:20][C:19]3[C:21]([NH2:26])=[C:22]([NH2:25])[CH:23]=[CH:24][C:18]=3[O:17][CH2:16]2)(=[O:12])=[O:11])=[CH:6][CH:5]=1.[F:27][C:28]([F:33])([F:32])[C:29](O)=O, predict the reaction product. The product is: [CH3:3][C:4]1[CH:9]=[CH:8][C:7]([S:10]([O:13][CH2:14][CH:15]2[O:20][C:19]3[C:18](=[CH:24][CH:23]=[C:22]4[NH:25][C:29]([C:28]([F:33])([F:32])[F:27])=[N:26][C:21]4=3)[O:17][CH2:16]2)(=[O:12])=[O:11])=[CH:6][CH:5]=1.